The task is: Predict the reactants needed to synthesize the given product.. This data is from Full USPTO retrosynthesis dataset with 1.9M reactions from patents (1976-2016). (1) The reactants are: [NH:1]1[C:9]2[C:4](=[CH:5][CH:6]=[CH:7][N:8]=2)[CH:3]=[CH:2]1.[Cl:10][C:11]1[N:16]=[C:15]([O:17][CH3:18])[C:14]([CH:19]=[O:20])=[CH:13][CH:12]=1.CO.[OH-].[K+]. Given the product [Cl:10][C:11]1[N:16]=[C:15]([O:17][CH3:18])[C:14]([CH:19]([C:3]2[C:4]3[C:9](=[N:8][CH:7]=[CH:6][CH:5]=3)[NH:1][CH:2]=2)[OH:20])=[CH:13][CH:12]=1, predict the reactants needed to synthesize it. (2) Given the product [CH:21]1([C:19]([C:13]2[CH:14]=[C:15]([CH3:18])[CH:16]=[CH:17][C:12]=2[NH:11][C:9](=[O:10])[NH:8][C:5]2[S:6][CH:7]=[C:3]([CH2:2][NH:1][C:26](=[O:28])[CH3:27])[N:4]=2)=[O:20])[CH2:25][CH2:24][CH2:23][CH2:22]1, predict the reactants needed to synthesize it. The reactants are: [NH2:1][CH2:2][C:3]1[N:4]=[C:5]([NH:8][C:9]([NH:11][C:12]2[CH:17]=[CH:16][C:15]([CH3:18])=[CH:14][C:13]=2[C:19]([CH:21]2[CH2:25][CH2:24][CH2:23][CH2:22]2)=[O:20])=[O:10])[S:6][CH:7]=1.[C:26](Cl)(=[O:28])[CH3:27].